This data is from Full USPTO retrosynthesis dataset with 1.9M reactions from patents (1976-2016). The task is: Predict the reactants needed to synthesize the given product. (1) Given the product [CH:14]1([CH:2]([NH:20][C:21]2[CH:22]=[CH:23][C:24]([C:27]([NH:29][CH2:30][CH2:31][C:32]([OH:34])=[O:33])=[O:28])=[CH:25][CH:26]=2)[C:3]2[O:4][C:5]3[CH:12]=[CH:11][C:10]([F:13])=[CH:9][C:6]=3[C:7]=2[CH3:8])[CH2:19][CH2:18][CH2:17][CH2:16][CH2:15]1, predict the reactants needed to synthesize it. The reactants are: Cl[CH:2]([CH:14]1[CH2:19][CH2:18][CH2:17][CH2:16][CH2:15]1)[C:3]1[O:4][C:5]2[CH:12]=[CH:11][C:10]([F:13])=[CH:9][C:6]=2[C:7]=1[CH3:8].[NH2:20][C:21]1[CH:26]=[CH:25][C:24]([C:27]([NH:29][CH2:30][CH2:31][C:32]([O:34]CC)=[O:33])=[O:28])=[CH:23][CH:22]=1. (2) Given the product [N+:12]([C:3]1[CH:4]=[C:5]([C:8]([F:11])([F:10])[F:9])[CH:6]=[CH:7][C:2]=1[N:24]1[CH:28]=[CH:27][N:26]=[CH:25]1)([O-:14])=[O:13], predict the reactants needed to synthesize it. The reactants are: F[C:2]1[CH:7]=[CH:6][C:5]([C:8]([F:11])([F:10])[F:9])=[CH:4][C:3]=1[N+:12]([O-:14])=[O:13].C(N(C(C)C)CC)(C)C.[NH:24]1[CH:28]=[CH:27][N:26]=[CH:25]1.